This data is from Full USPTO retrosynthesis dataset with 1.9M reactions from patents (1976-2016). The task is: Predict the reactants needed to synthesize the given product. Given the product [C:30]([S:33][CH2:32][C@H:15]1[O:14][CH2:13][CH2:12][N:11]([C:18]([O:20][C:21]([CH3:22])([CH3:23])[CH3:24])=[O:19])[CH2:10][C@H:9]1[C:4]1[CH:5]=[CH:6][C:7]([Cl:8])=[C:2]([Cl:1])[CH:3]=1)(=[O:37])[CH3:31], predict the reactants needed to synthesize it. The reactants are: [Cl:1][C:2]1[CH:3]=[C:4]([C@H:9]2[C@@H:15](CO)[O:14][CH2:13][CH2:12][N:11]([C:18]([O:20][C:21]([CH3:24])([CH3:23])[CH3:22])=[O:19])[CH2:10]2)[CH:5]=[CH:6][C:7]=1[Cl:8].C(N([CH2:30][CH3:31])CC)C.[CH3:32][S:33](Cl)(=O)=O.[OH2:37].